This data is from Full USPTO retrosynthesis dataset with 1.9M reactions from patents (1976-2016). The task is: Predict the reactants needed to synthesize the given product. (1) Given the product [CH3:4][C:1]([C:5]1[CH:6]=[CH:7][C:8]([CH:9]=[CH2:10])=[CH:11][CH:12]=1)([CH3:2])[CH3:3].[CH2:14]=[CH:13][N:15]1[C:16](=[O:20])[CH2:17][CH2:18][CH2:19]1, predict the reactants needed to synthesize it. The reactants are: [C:1]([C:5]1[CH:12]=[CH:11][C:8]([CH:9]=[CH2:10])=[CH:7][CH:6]=1)([CH3:4])([CH3:3])[CH3:2].[CH:13]([N:15]1[CH2:19][CH2:18][CH2:17][C:16]1=[O:20])=[CH2:14]. (2) The reactants are: [OH:1][C:2]1[CH:3]=[C:4]([CH:15]=[C:16]([O:18][C@H:19]2[CH2:23][CH2:22][O:21][CH2:20]2)[CH:17]=1)[C:5]([NH:7][C:8]1[CH:13]=[N:12][C:11]([CH3:14])=[CH:10][N:9]=1)=[O:6].[Cl:24][C:25]1[C:35]2[O:34][CH2:33][CH2:32][N:31]([CH3:36])[C:30](=[O:37])[C:29]=2[CH:28]=[CH:27][C:26]=1F. Given the product [Cl:24][C:25]1[C:35]2[O:34][CH2:33][CH2:32][N:31]([CH3:36])[C:30](=[O:37])[C:29]=2[CH:28]=[CH:27][C:26]=1[O:1][C:2]1[CH:3]=[C:4]([CH:15]=[C:16]([O:18][C@H:19]2[CH2:23][CH2:22][O:21][CH2:20]2)[CH:17]=1)[C:5]([NH:7][C:8]1[CH:13]=[N:12][C:11]([CH3:14])=[CH:10][N:9]=1)=[O:6], predict the reactants needed to synthesize it.